Dataset: Full USPTO retrosynthesis dataset with 1.9M reactions from patents (1976-2016). Task: Predict the reactants needed to synthesize the given product. Given the product [CH3:28][O:29][C:9]1[C:8]([C:6]([OH:5])=[O:7])=[C:17]([CH3:18])[C:16]2[C:11](=[CH:12][C:13]([C:19]([F:22])([F:21])[F:20])=[CH:14][CH:15]=2)[N:10]=1, predict the reactants needed to synthesize it. The reactants are: [Li+].[OH-].C([O:5][C:6]([C:8]1[C:9](Cl)=[N:10][C:11]2[C:16]([C:17]=1[CH3:18])=[CH:15][CH:14]=[C:13]([C:19]([F:22])([F:21])[F:20])[CH:12]=2)=[O:7])C.CO.C1C[O:29][CH2:28]C1.